From a dataset of Full USPTO retrosynthesis dataset with 1.9M reactions from patents (1976-2016). Predict the reactants needed to synthesize the given product. (1) Given the product [CH2:1]([O:3][C:4]([C:7]1[N:11]([CH2:12][CH:13]2[CH2:18][CH2:17][O:16][CH2:15][CH2:14]2)[C:10]2[CH:19]=[CH:20][C:21]([NH:23][CH3:24])=[CH:22][C:9]=2[N:8]=1)([CH3:5])[CH3:6])[CH3:2], predict the reactants needed to synthesize it. The reactants are: [CH2:1]([O:3][C:4]([C:7]1[N:11]([CH2:12][CH:13]2[CH2:18][CH2:17][O:16][CH2:15][CH2:14]2)[C:10]2[CH:19]=[CH:20][C:21]([N:23](C)[C:24](=O)C)=[CH:22][C:9]=2[N:8]=1)([CH3:6])[CH3:5])[CH3:2]. (2) Given the product [CH3:3][CH:2]([C:4]1[N:8]([CH2:9][CH2:10][C@@H:11]([OH:19])[CH2:12][C@@H:13]([OH:18])[CH2:14][C:15]([OH:17])=[O:16])[C:7]([C:20]2[CH:25]=[CH:24][C:23]([F:26])=[CH:22][CH:21]=2)=[C:6]([C:27]2[CH:32]=[CH:31][CH:30]=[CH:29][CH:28]=2)[C:5]=1[C:33]([NH:35][C:36]1[CH:41]=[CH:40][CH:39]=[CH:38][CH:37]=1)=[O:34])[CH3:1], predict the reactants needed to synthesize it. The reactants are: [CH3:1][CH:2]([C:4]1[N:8]([CH2:9][CH2:10][C@@H:11]([OH:19])[CH2:12][C@@H:13]([OH:18])[CH2:14][C:15]([O-:17])=[O:16])[C:7]([C:20]2[CH:21]=[CH:22][C:23]([F:26])=[CH:24][CH:25]=2)=[C:6]([C:27]2[CH:28]=[CH:29][CH:30]=[CH:31][CH:32]=2)[C:5]=1[C:33]([NH:35][C:36]1[CH:37]=[CH:38][CH:39]=[CH:40][CH:41]=1)=[O:34])[CH3:3].[CH3:3][CH:2]([C:4]1[N:8]([CH2:9][CH2:10][C@@H:11]([OH:19])[CH2:12][C@@H:13]([OH:18])[CH2:14][C:15]([O-:17])=[O:16])[C:7]([C:20]2[CH:25]=[CH:24][C:23]([F:26])=[CH:22][CH:21]=2)=[C:6]([C:27]2[CH:32]=[CH:31][CH:30]=[CH:29][CH:28]=2)[C:5]=1[C:33]([NH:35][C:36]1[CH:41]=[CH:40][CH:39]=[CH:38][CH:37]=1)=[O:34])[CH3:1].[Ca+2].O.C(#N)C. (3) Given the product [O:1]([C:14]1[CH:19]=[C:18]([CH2:20][O:21][C:39](=[O:40])[CH2:38][O:37][C:35]([O:34][CH2:31][CH:32]=[CH2:33])=[O:36])[CH:17]=[CH:16][C:15]=1[CH2:22][C:23]1[CH:24]=[CH:25][C:26]([O:29][CH3:30])=[CH:27][CH:28]=1)[C@@H:2]1[O:10][C@H:9]([C@@H:11]([CH3:13])[OH:12])[C@@H:7]([OH:8])[C@H:5]([OH:6])[C@H:3]1[OH:4], predict the reactants needed to synthesize it. The reactants are: [O:1]([C:14]1[CH:19]=[C:18]([CH2:20][OH:21])[CH:17]=[CH:16][C:15]=1[CH2:22][C:23]1[CH:28]=[CH:27][C:26]([O:29][CH3:30])=[CH:25][CH:24]=1)[C@@H:2]1[O:10][C@H:9]([C@@H:11]([CH3:13])[OH:12])[C@@H:7]([OH:8])[C@H:5]([OH:6])[C@H:3]1[OH:4].[CH2:31]([O:34][C:35]([O:37][CH2:38][C:39](Cl)=[O:40])=[O:36])[CH:32]=[CH2:33].C(O)C.Cl. (4) The reactants are: [CH3:1][C:2]([CH3:13])([C:7]1[CH:12]=[CH:11][CH:10]=[CH:9][CH:8]=1)[CH2:3][C:4]([OH:6])=[O:5].C(=O)=O.[CH3:17][C:18](C)=O.C([N-]C(C)C)(C)C.[Li+].C(O)(=O)C(C)=O.N1C=CC=NC1=O.C(I)C. Given the product [CH2:17]([CH:3]([C:2]([CH3:13])([C:7]1[CH:12]=[CH:11][CH:10]=[CH:9][CH:8]=1)[CH3:1])[C:4]([OH:6])=[O:5])[CH3:18], predict the reactants needed to synthesize it. (5) Given the product [CH3:13][O:14][C:15]1[CH:16]=[C:17]([C:23](=[O:53])[CH2:24][N:25]2[C:30](=[O:31])[C:29]3[CH:32]=[C:33]([CH2:35][CH3:36])[S:34][C:28]=3[N:27]([CH2:37][C:38]3[CH:43]=[CH:42][C:41]([C:44]4[CH:49]=[CH:48][CH:47]=[CH:46][C:45]=4[C:50]4[NH:3][C:4](=[O:7])[O:5][N:51]=4)=[CH:40][CH:39]=3)[C:26]2=[O:52])[CH:18]=[CH:19][C:20]=1[O:21][CH3:22], predict the reactants needed to synthesize it. The reactants are: [Cl-].O[NH3+:3].[C:4](=[O:7])([O-])[OH:5].[Na+].CS(C)=O.[CH3:13][O:14][C:15]1[CH:16]=[C:17]([C:23](=[O:53])[CH2:24][N:25]2[C:30](=[O:31])[C:29]3[CH:32]=[C:33]([CH2:35][CH3:36])[S:34][C:28]=3[N:27]([CH2:37][C:38]3[CH:43]=[CH:42][C:41]([C:44]4[C:45]([C:50]#[N:51])=[CH:46][CH:47]=[CH:48][CH:49]=4)=[CH:40][CH:39]=3)[C:26]2=[O:52])[CH:18]=[CH:19][C:20]=1[O:21][CH3:22]. (6) Given the product [CH3:30][C:17]1[N:18]([CH2:25][C:26]([OH:28])=[O:27])[C:19]2[C:24]([C:16]=1[CH2:15][C:10]1[CH:11]=[CH:12][C:13](=[O:14])[NH:8][N:9]=1)=[CH:23][CH:22]=[CH:21][CH:20]=2, predict the reactants needed to synthesize it. The reactants are: C([N:8]1[C:13](=[O:14])[CH:12]=[CH:11][C:10]([CH2:15][C:16]2[C:24]3[C:19](=[CH:20][CH:21]=[CH:22][CH:23]=3)[N:18]([CH2:25][C:26]([O:28]C)=[O:27])[C:17]=2[CH3:30])=[N:9]1)C1C=CC=CC=1.[Cl-].[Cl-].[Cl-].[Al+3].C1(C)C=CC=CC=1. (7) Given the product [CH:1]1([C:4]2[N:5]([CH2:20][C:21]3[O:25][C:24]([C:26]4[CH:31]=[CH:30][CH:29]=[C:28]([C:32]([F:35])([F:33])[F:34])[CH:27]=4)=[N:23][CH:22]=3)[C:6]3[C:11]([CH:12]=2)=[C:10]([C:13]([F:14])([F:15])[F:16])[C:9]([C:17]#[N:18])=[CH:8][CH:7]=3)[CH2:2][CH2:3]1, predict the reactants needed to synthesize it. The reactants are: [CH:1]1([C:4]2[NH:5][C:6]3[C:11]([CH:12]=2)=[C:10]([C:13]([F:16])([F:15])[F:14])[C:9]([C:17]#[N:18])=[CH:8][CH:7]=3)[CH2:3][CH2:2]1.Br[CH2:20][C:21]1[O:25][C:24]([C:26]2[CH:31]=[CH:30][CH:29]=[C:28]([C:32]([F:35])([F:34])[F:33])[CH:27]=2)=[N:23][CH:22]=1. (8) Given the product [CH2:1]([O:7][C:8]1[CH:13]=[CH:12][N:11]=[C:10]([CH2:15][O:20][C:17](=[O:19])[CH3:18])[C:9]=1[CH3:16])[CH2:2][CH2:3][CH2:4][CH2:5][CH3:6], predict the reactants needed to synthesize it. The reactants are: [CH2:1]([O:7][C:8]1[CH:13]=[CH:12][N+:11]([O-])=[C:10]([CH3:15])[C:9]=1[CH3:16])[CH2:2][CH2:3][CH2:4][CH2:5][CH3:6].[C:17]([O:20]C(=O)C)(=[O:19])[CH3:18]. (9) Given the product [CH2:17]([O:8][C:5]1[CH:6]=[CH:7][C:2]([I:1])=[CH:3][CH:4]=1)[C:18]1[CH:23]=[CH:22][CH:21]=[CH:20][CH:19]=1, predict the reactants needed to synthesize it. The reactants are: [I:1][C:2]1[CH:7]=[CH:6][C:5]([OH:8])=[CH:4][CH:3]=1.[OH-].[Na+].C(=O)([O-])[O-].[K+].[K+].[CH2:17](Br)[C:18]1[CH:23]=[CH:22][CH:21]=[CH:20][CH:19]=1.